This data is from Reaction yield outcomes from USPTO patents with 853,638 reactions. The task is: Predict the reaction yield, written as a fraction of the theoretical maximum amount of product (1.0 means a 100% yield; for example, 0.34 means a 34% yield). (1) The reactants are [CH:1]1([C:4]2[CH:9]=[CH:8][N:7]=[CH:6][C:5]=2[N:10]2[CH2:14][CH2:13][NH:12][C:11]2=[O:15])[CH2:3][CH2:2]1.Br[C:17]1[CH:22]=[CH:21][CH:20]=[C:19]([C:23]([F:26])([F:25])[F:24])[CH:18]=1.CN[C@@H]1CCCC[C@H]1NC.P([O-])([O-])([O-])=O.[K+].[K+].[K+]. The catalyst is [Cu](I)I.O1CCOCC1. The product is [CH:1]1([C:4]2[CH:9]=[CH:8][N:7]=[CH:6][C:5]=2[N:10]2[CH2:14][CH2:13][N:12]([C:17]3[CH:22]=[CH:21][CH:20]=[C:19]([C:23]([F:26])([F:25])[F:24])[CH:18]=3)[C:11]2=[O:15])[CH2:3][CH2:2]1. The yield is 0.800. (2) The reactants are [C:1]([O:4][C@@H:5]1[C@H:9]([O:10][C:11](=[O:13])[CH3:12])[C@@H:8]([CH2:14][O:15][C:16](=[O:18])[CH3:17])[O:7][C@H:6]1[N:19]1[CH:27]=[N:26][C:25]2[C:20]1=[N:21][C:22]([Cl:29])=[N:23][C:24]=2Cl)(=[O:3])[CH3:2].[CH2:30]([C:33]1[NH:34][CH:35]=[CH:36][N:37]=1)[CH2:31][CH3:32]. The catalyst is CC#N. The product is [C:1]([O:4][C@@H:5]1[C@H:14]([O:15][C:16](=[O:18])[CH3:17])[C@@H:8]([CH2:9][O:10][C:11](=[O:13])[CH3:12])[O:7][C@H:6]1[N:19]1[CH:27]=[N:26][C:25]2[C:20]1=[N:21][C:22]([Cl:29])=[N:23][C:24]=2[N:34]1[CH:35]=[CH:36][N:37]=[C:33]1[CH2:30][CH2:31][CH3:32])(=[O:3])[CH3:2]. The yield is 0.930.